Dataset: Full USPTO retrosynthesis dataset with 1.9M reactions from patents (1976-2016). Task: Predict the reactants needed to synthesize the given product. Given the product [C:1]([O:4][C@H:5]1[C@H:10]2[CH2:11][C@H:7]([C@@H:8]([C:20]([O:22][CH3:23])=[O:21])[NH:9]2)[CH2:6]1)(=[O:3])[CH3:2], predict the reactants needed to synthesize it. The reactants are: [C:1]([O:4][C@H:5]1[C@H:10]2[CH2:11][C@H:7]([C@@H:8]([C:20]([O:22][CH3:23])=[O:21])[N:9]2[C@@H](C2C=CC=CC=2)C)[CH2:6]1)(=[O:3])[CH3:2].[H][H].